From a dataset of Full USPTO retrosynthesis dataset with 1.9M reactions from patents (1976-2016). Predict the reactants needed to synthesize the given product. Given the product [OH:4][C@H:5]1[CH2:22][CH2:21][C@@:20]2([CH3:23])[C@@H:7]([CH2:8][CH2:9][C@:10]3([CH3:47])[C@@H:19]2[CH2:18][CH2:17][C@H:16]2[C@@:11]3([CH3:46])[CH2:12][CH2:13][C@@:14]3([C:31]([N:33]4[CH2:34][CH2:35][N:36]([C:39]([O:41][C:42]([CH3:45])([CH3:44])[CH3:43])=[O:40])[CH2:37][CH2:38]4)=[O:32])[CH2:26][CH2:25][C@@H:24]([C:27]4([CH3:30])[CH2:29][CH2:28]4)[C@@H:15]32)[C:6]1([CH3:49])[CH3:48], predict the reactants needed to synthesize it. The reactants are: C([O:4][C@H:5]1[CH2:22][CH2:21][C@@:20]2([CH3:23])[C@@H:7]([CH2:8][CH2:9][C@:10]3([CH3:47])[C@@H:19]2[CH2:18][CH2:17][C@H:16]2[C@@:11]3([CH3:46])[CH2:12][CH2:13][C@@:14]3([C:31]([N:33]4[CH2:38][CH2:37][N:36]([C:39]([O:41][C:42]([CH3:45])([CH3:44])[CH3:43])=[O:40])[CH2:35][CH2:34]4)=[O:32])[CH2:26][CH2:25][C@@H:24]([C:27]4([CH3:30])[CH2:29][CH2:28]4)[C@@H:15]32)[C:6]1([CH3:49])[CH3:48])(=O)C.CO.